This data is from Forward reaction prediction with 1.9M reactions from USPTO patents (1976-2016). The task is: Predict the product of the given reaction. Given the reactants [Cl:1][C:2]1[CH:10]=[CH:9][C:5]([C:6]([OH:8])=[O:7])=[C:4]([NH:11][CH2:12][CH2:13][CH2:14][Cl:15])[C:3]=1[N+:16]([O-:18])=[O:17].CI.[C:21](=O)([O-])[O-].[K+].[K+].C(OCC)(=O)C, predict the reaction product. The product is: [Cl:1][C:2]1[CH:10]=[CH:9][C:5]([C:6]([O:8][CH3:21])=[O:7])=[C:4]([NH:11][CH2:12][CH2:13][CH2:14][Cl:15])[C:3]=1[N+:16]([O-:18])=[O:17].